This data is from Forward reaction prediction with 1.9M reactions from USPTO patents (1976-2016). The task is: Predict the product of the given reaction. (1) Given the reactants [Cl:1][C:2]1[CH:7]=[CH:6][C:5]([CH:8]([C:13]([C:15]2[CH:20]=[CH:19][CH:18]=[CH:17][C:16]=2F)=O)[CH2:9][CH2:10][C:11]#[N:12])=[C:4]([F:22])[CH:3]=1.[NH2:23][NH2:24], predict the reaction product. The product is: [Cl:1][C:2]1[CH:7]=[CH:6][C:5]([CH:8]([C:13]2[C:15]3[C:16](=[CH:17][CH:18]=[CH:19][CH:20]=3)[NH:24][N:23]=2)[CH2:9][CH2:10][C:11]#[N:12])=[C:4]([F:22])[CH:3]=1. (2) Given the reactants [NH2:1][C:2]1[S:3][C:4]([C:8]([OH:10])=O)=[C:5]([CH3:7])[N:6]=1.ON1C2C=CC=CC=2N=N1.CCN=C=NCCCN(C)C.[CH:32]1([CH2:38][NH2:39])[CH2:37][CH2:36][CH2:35][CH2:34][CH2:33]1.C(=O)(O)[O-].[Na+], predict the reaction product. The product is: [CH:32]1([CH2:38][NH:39][C:8]([C:4]2[S:3][C:2]([NH2:1])=[N:6][C:5]=2[CH3:7])=[O:10])[CH2:37][CH2:36][CH2:35][CH2:34][CH2:33]1.